Dataset: Full USPTO retrosynthesis dataset with 1.9M reactions from patents (1976-2016). Task: Predict the reactants needed to synthesize the given product. (1) Given the product [Cl:21][C:22]1[CH:23]=[C:24]([CH2:29][S:30]([NH:13][C:14]2[CH:15]=[N:16][CH:17]=[CH:18][C:19]=2[OH:20])(=[O:32])=[O:31])[CH:25]=[C:26]([Cl:28])[CH:27]=1, predict the reactants needed to synthesize it. The reactants are: ClC1C=C(Cl)C=CC=1CS([NH:13][C:14]1[CH:15]=[N:16][CH:17]=[CH:18][C:19]=1[OH:20])(=O)=O.[Cl:21][C:22]1[CH:23]=[C:24]([CH2:29][S:30](Cl)(=[O:32])=[O:31])[CH:25]=[C:26]([Cl:28])[CH:27]=1.ClC1C=C(Cl)C=CC=1CS(Cl)(=O)=O. (2) Given the product [C:35]([C:10]1[C:9]([C:8]([F:44])([F:7])[F:45])=[CH:14][N:13]=[C:12]([NH:15][C:16]2[CH:17]=[CH:18][C:19]([CH:22]3[CH2:27][CH2:26][N:25]([C:28]([O:30][C:31]([CH3:34])([CH3:33])[CH3:32])=[O:29])[CH2:24][CH2:23]3)=[CH:20][CH:21]=2)[N:11]=1)#[CH:36], predict the reactants needed to synthesize it. The reactants are: C([O-])([O-])=O.[K+].[K+].[F:7][C:8]([F:45])([F:44])[C:9]1[C:10]([C:35]#[C:36][Si](CC)(CC)CC)=[N:11][C:12]([NH:15][C:16]2[CH:21]=[CH:20][C:19]([CH:22]3[CH2:27][CH2:26][N:25]([C:28]([O:30][C:31]([CH3:34])([CH3:33])[CH3:32])=[O:29])[CH2:24][CH2:23]3)=[CH:18][CH:17]=2)=[N:13][CH:14]=1.